Dataset: Forward reaction prediction with 1.9M reactions from USPTO patents (1976-2016). Task: Predict the product of the given reaction. (1) Given the reactants [C:1]([OH:11])(=O)[C@@H:2]([C:4]1[CH:9]=[CH:8][CH:7]=[CH:6][CH:5]=1)[OH:3].[C:12](Cl)(=[O:17])[C:13]([CH3:16])([CH3:15])[CH3:14].CN(C)C=O.S(Cl)([Cl:26])=O, predict the reaction product. The product is: [C:12]([O:3][C@H:2]([C:4]1[CH:5]=[CH:6][CH:7]=[CH:8][CH:9]=1)[C:1]([Cl:26])=[O:11])(=[O:17])[C:13]([CH3:16])([CH3:15])[CH3:14]. (2) Given the reactants Cl[C:2]1[CH:7]=[C:6](Cl)[N:5]=[C:4]([NH2:9])[N:3]=1.[CH3:10][C@H:11]1[NH:16][CH2:15][C@@H:14]([C:17]([OH:19])=[O:18])[CH2:13][CH2:12]1.C([O-])(O)=O.[Na+].[NH:25]1[C:33]2[C:28](=[CH:29][CH:30]=[C:31](B3OC(C)(C)C(C)(C)O3)[CH:32]=2)[CH:27]=[N:26]1, predict the reaction product. The product is: [NH2:9][C:4]1[N:5]=[C:6]([N:16]2[C@H:11]([CH3:10])[CH2:12][CH2:13][C@H:14]([C:17]([OH:19])=[O:18])[CH2:15]2)[CH:7]=[C:2]([C:31]2[CH:32]=[C:33]3[C:28]([CH:27]=[N:26][NH:25]3)=[CH:29][CH:30]=2)[N:3]=1. (3) Given the reactants [C:1]1([C:7]2[S:8][CH:9]=[C:10]([C:12]3[CH:17]=[CH:16][C:15]([CH2:18][CH2:19][NH:20]C(=O)C)=[CH:14][CH:13]=3)[N:11]=2)[CH:6]=[CH:5][CH:4]=[CH:3][CH:2]=1.Cl.[OH-].[Na+], predict the reaction product. The product is: [C:1]1([C:7]2[S:8][CH:9]=[C:10]([C:12]3[CH:13]=[CH:14][C:15]([CH2:18][CH2:19][NH2:20])=[CH:16][CH:17]=3)[N:11]=2)[CH:2]=[CH:3][CH:4]=[CH:5][CH:6]=1. (4) The product is: [NH2:3][C:2]([NH:4][CH2:5][C:6]1[CH:7]=[CH:8][C:9]([NH:16][C:17]2[CH:22]=[C:21]([C:23]([F:25])([F:24])[F:26])[CH:20]=[CH:19][C:18]=2[NH:27][C:28]2[CH:33]=[CH:32][CH:31]=[CH:30][C:29]=2[C:34]([OH:36])=[O:35])=[C:10]([CH:15]=1)[C:11]([OH:13])=[O:12])=[NH:1]. Given the reactants [NH2:1][C:2]([NH:4][CH2:5][C:6]1[CH:7]=[CH:8][C:9]([NH:16][C:17]2[CH:22]=[C:21]([C:23]([F:26])([F:25])[F:24])[CH:20]=[CH:19][C:18]=2[NH:27][C:28]2[CH:33]=[CH:32][CH:31]=[CH:30][C:29]=2[C:34]([O:36]C)=[O:35])=[C:10]([CH:15]=1)[C:11]([O:13]C)=[O:12])=[NH:3].C1COCC1.[OH-].[Li+].Cl, predict the reaction product. (5) Given the reactants [C:1]([CH:4]([CH2:28][CH2:29][CH2:30][C:31]1[CH:36]=[CH:35][CH:34]=[CH:33][CH:32]=1)[C:5]([NH:7][CH:8]([C:10]1[C:11](=[O:27])[NH:12][C:13]([CH2:16][C:17]2[CH:22]=[CH:21][C:20]([O:23][CH3:24])=[C:19]([O:25][CH3:26])[CH:18]=2)=[N:14][N:15]=1)[CH3:9])=O)(=[O:3])[CH3:2].P(Cl)(Cl)(Cl)=O, predict the reaction product. The product is: [C:1]([CH:4]([C:5]1[N:15]2[C:10]([C:11](=[O:27])[NH:12][C:13]([CH2:16][C:17]3[CH:22]=[CH:21][C:20]([O:23][CH3:24])=[C:19]([O:25][CH3:26])[CH:18]=3)=[N:14]2)=[C:8]([CH3:9])[N:7]=1)[CH2:28][CH2:29][CH2:30][C:31]1[CH:36]=[CH:35][CH:34]=[CH:33][CH:32]=1)(=[O:3])[CH3:2]. (6) The product is: [CH3:1][O:2][C:3]1[CH:4]=[C:5]([CH:10]=[C:11]([S:13]([F:16])([F:18])([F:17])([F:14])[F:15])[CH:12]=1)[C:6]([N:21]([O:22][CH3:23])[CH3:20])=[O:7]. Given the reactants [CH3:1][O:2][C:3]1[CH:4]=[C:5]([CH:10]=[C:11]([S:13]([F:18])([F:17])([F:16])([F:15])[F:14])[CH:12]=1)[C:6](OC)=[O:7].Cl.[CH3:20][NH:21][O:22][CH3:23].C([Mg]Br)(C)C.[Cl-].[NH4+], predict the reaction product.